This data is from Reaction yield outcomes from USPTO patents with 853,638 reactions. The task is: Predict the reaction yield, written as a fraction of the theoretical maximum amount of product (1.0 means a 100% yield; for example, 0.34 means a 34% yield). The reactants are [O:1]=[C:2]1[CH2:7][O:6][C:5]2[CH:8]=[CH:9][C:10]([CH:12]=O)=[N:11][C:4]=2[NH:3]1.[CH3:14][O:15][C:16]1[N:17]=[C:18]2[C:23](=[CH:24][CH:25]=1)[N:22]=[CH:21][CH:20]=[C:19]2[N:26]1[CH:34]=[C:33]2[C:28]([CH2:29][CH2:30][CH:31]([NH2:35])[CH2:32]2)=[N:27]1.[BH4-].[Na+].[OH-].[Na+]. The catalyst is CN(C=O)C.CO. The product is [CH3:14][O:15][C:16]1[N:17]=[C:18]2[C:23](=[CH:24][CH:25]=1)[N:22]=[CH:21][CH:20]=[C:19]2[N:26]1[CH:34]=[C:33]2[C:28]([CH2:29][CH2:30][CH:31]([NH:35][CH2:12][C:10]3[CH:9]=[CH:8][C:5]4[O:6][CH2:7][C:2](=[O:1])[NH:3][C:4]=4[N:11]=3)[CH2:32]2)=[N:27]1. The yield is 0.0350.